Predict the reactants needed to synthesize the given product. From a dataset of Retrosynthesis with 50K atom-mapped reactions and 10 reaction types from USPTO. (1) Given the product CCOc1cc(CN2CCC(NC(=O)c3cccc4ccccc34)CC2)ccc1Cl, predict the reactants needed to synthesize it. The reactants are: CCOc1cc(CN2CCC(N)CC2)ccc1Cl.O=C(Cl)c1cccc2ccccc12. (2) Given the product O=S(=O)(c1ccccc1)N1CC2CN(Cc3ccccc3)CC(C1)O2, predict the reactants needed to synthesize it. The reactants are: NCc1ccccc1.O=S(=O)(c1ccccc1)N1CC(CI)OC(CI)C1. (3) Given the product COC(=O)c1ccc(C2(NC(=O)c3cc(Cl)cnc3N3CC(Oc4ccccc4)C3)CC2)cc1, predict the reactants needed to synthesize it. The reactants are: COC(=O)c1ccc(C2(N)CC2)cc1.O=C(O)c1cc(Cl)cnc1N1CC(Oc2ccccc2)C1.